This data is from Reaction yield outcomes from USPTO patents with 853,638 reactions. The task is: Predict the reaction yield, written as a fraction of the theoretical maximum amount of product (1.0 means a 100% yield; for example, 0.34 means a 34% yield). The reactants are [C:1]([N:11]1[CH2:15][CH2:14][C:13]([C:23]2[CH:28]=[CH:27][CH:26]=[CH:25][CH:24]=2)([CH2:16][CH2:17]OS(C)(=O)=O)[CH2:12]1)([O:3][CH2:4][C:5]1[CH:10]=[CH:9][CH:8]=[CH:7][CH:6]=1)=[O:2].I.[CH2:30]([O:32][CH2:33][CH2:34][N:35]1[C:39]2[CH:40]=[CH:41][CH:42]=[CH:43][C:38]=2[N:37]=[C:36]1[N:44]1[CH2:50][CH2:49][CH2:48][NH:47][CH2:46][CH2:45]1)[CH3:31].C(N(CC)C(C)C)(C)C. The catalyst is C(#N)C. The product is [NH3:11].[C:1]([N:11]1[CH2:15][CH2:14][C:13]([CH2:16][CH2:17][N:47]2[CH2:48][CH2:49][CH2:50][N:44]([C:36]3[N:35]([CH2:34][CH2:33][O:32][CH2:30][CH3:31])[C:39]4[CH:40]=[CH:41][CH:42]=[CH:43][C:38]=4[N:37]=3)[CH2:45][CH2:46]2)([C:23]2[CH:28]=[CH:27][CH:26]=[CH:25][CH:24]=2)[CH2:12]1)([O:3][CH2:4][C:5]1[CH:6]=[CH:7][CH:8]=[CH:9][CH:10]=1)=[O:2]. The yield is 0.0100.